Predict the product of the given reaction. From a dataset of Forward reaction prediction with 1.9M reactions from USPTO patents (1976-2016). (1) Given the reactants [Br:1][C:2]1[CH:3]=[C:4]([C:9]([C:13]2[CH:18]=[CH:17][C:16](OC)=[CH:15][CH:14]=2)=[CH:10]OC)[C:5]([NH2:8])=[N:6][CH:7]=1.Cl(O)(=O)(=O)=O.[O:26]1CCOC[CH2:27]1, predict the reaction product. The product is: [Br:1][C:2]1[CH:3]=[C:4]2[C:9]([C:13]3[CH:14]=[CH:15][CH:16]=[CH:17][C:18]=3[O:26][CH3:27])=[CH:10][NH:8][C:5]2=[N:6][CH:7]=1. (2) Given the reactants C([O:4][C@H:5]1[C@@H:8]([CH:9]=[C:10]([CH3:12])[CH3:11])[NH:7][C:6]1=[O:13])(=O)C.C([O-])([O-])=O.[K+].[K+].N1C=CN=C1.[CH2:25]([Si:27](Cl)([CH2:30][CH3:31])[CH2:28][CH3:29])[CH3:26], predict the reaction product. The product is: [CH2:25]([Si:27]([CH2:30][CH3:31])([CH2:28][CH3:29])[O:4][C@H:5]1[C@@H:8]([CH:9]=[C:10]([CH3:11])[CH3:12])[NH:7][C:6]1=[O:13])[CH3:26]. (3) Given the reactants Br[C:2]1[CH:3]=[C:4]([O:8][CH3:9])[CH:5]=[CH:6][CH:7]=1.[C:10]1(B(O)O)[C:19]2[C:14](=[CH:15][CH:16]=[CH:17][CH:18]=2)[CH:13]=[CH:12][CH:11]=1.[F-].[K+], predict the reaction product. The product is: [CH3:9][O:8][C:4]1[CH:3]=[C:2]([C:18]2[C:19]3[C:14](=[CH:13][CH:12]=[CH:11][CH:10]=3)[CH:15]=[CH:16][CH:17]=2)[CH:7]=[CH:6][CH:5]=1. (4) Given the reactants [NH2:1][C:2]1[C:10]2[N:9]=[CH:8][N:7]([C:11]([O:13][C:14]([CH3:17])([CH3:16])[CH3:15])=[O:12])[C:6]=2[CH:5]=[CH:4][CH:3]=1.C(N(C(C)C)CC)(C)C.Cl[C:28](OC1C=CC([N+]([O-])=O)=CC=1)=[O:29].[C:40]1([C:46]2([C:56]3[CH:61]=[CH:60][CH:59]=[CH:58][CH:57]=3)[CH:50]3[CH2:51][NH:52][CH2:53][CH2:54][N:49]3[C:48](=[O:55])[O:47]2)[CH:45]=[CH:44][CH:43]=[CH:42][CH:41]=1, predict the reaction product. The product is: [O:55]=[C:48]1[N:49]2[CH2:54][CH2:53][N:52]([C:28]([NH:1][C:2]3[C:10]4[N:9]=[CH:8][N:7]([C:11]([O:13][C:14]([CH3:17])([CH3:16])[CH3:15])=[O:12])[C:6]=4[CH:5]=[CH:4][CH:3]=3)=[O:29])[CH2:51][CH:50]2[C:46]([C:40]2[CH:45]=[CH:44][CH:43]=[CH:42][CH:41]=2)([C:56]2[CH:57]=[CH:58][CH:59]=[CH:60][CH:61]=2)[O:47]1. (5) Given the reactants [CH3:1][C:2]1[S:3][C:4]2[CH:10]=[CH:9][C:8]([S:11]([NH:14][C:15](=O)[CH3:16])(=[O:13])=[O:12])=[CH:7][C:5]=2[N:6]=1.[Cl-].[CH:19]([O:22][C:23]1[CH:29]=CC(N)=[CH:25][CH:24]=1)([CH3:21])[CH3:20].CCN(C(C)C)C(C)C, predict the reaction product. The product is: [CH:19]([O:22][C:23]1[CH:29]=[CH:16][C:15]([NH:14][S:11]([C:8]2[CH:9]=[CH:10][C:4]3[S:3][C:2]([CH3:1])=[N:6][C:5]=3[CH:7]=2)(=[O:13])=[O:12])=[CH:25][CH:24]=1)([CH3:21])[CH3:20]. (6) Given the reactants [NH2:1][C:2]1[CH:21]=[CH:20][C:5]([C:6]([NH:8][NH:9][C:10](=[O:19])[C:11]2[CH:16]=[CH:15][C:14]([O:17][CH3:18])=[CH:13][CH:12]=2)=O)=[CH:4][C:3]=1[N+:22]([O-:24])=[O:23].CC[N+](S(N=C(OC)[O-])(=O)=O)(CC)CC, predict the reaction product. The product is: [CH3:18][O:17][C:14]1[CH:15]=[CH:16][C:11]([C:10]2[O:19][C:6]([C:5]3[CH:20]=[CH:21][C:2]([NH2:1])=[C:3]([N+:22]([O-:24])=[O:23])[CH:4]=3)=[N:8][N:9]=2)=[CH:12][CH:13]=1.